Predict the product of the given reaction. From a dataset of Forward reaction prediction with 1.9M reactions from USPTO patents (1976-2016). (1) Given the reactants C([C:18]1[C:27](=[O:28])[C:26]2[C:21](=[CH:22][C:23]([OH:30])=[CH:24][C:25]=2[OH:29])[O:20][C:19]=1[CH2:31][CH2:32][CH2:33][CH2:34][CH2:35][CH2:36][CH2:37][CH2:38][CH2:39][CH2:40][CH2:41][CH2:42][CH2:43][CH2:44][CH3:45])(=O)CCCCCCCCCCCCCCC.[OH-].[Na+], predict the reaction product. The product is: [OH:29][C:25]1[CH:24]=[C:23]([OH:30])[CH:22]=[C:21]2[C:26]=1[C:27](=[O:28])[CH:18]=[C:19]([CH2:31][CH2:32][CH2:33][CH2:34][CH2:35][CH2:36][CH2:37][CH2:38][CH2:39][CH2:40][CH2:41][CH2:42][CH2:43][CH2:44][CH3:45])[O:20]2. (2) Given the reactants [CH2:1]([CH:8]1[CH2:13][CH2:12][N:11]([C:14]2[CH:19]=[CH:18][CH:17]=[C:16]([N+:20]([O-])=O)[CH:15]=2)[CH2:10][CH2:9]1)[C:2]1[CH:7]=[CH:6][CH:5]=[CH:4][CH:3]=1, predict the reaction product. The product is: [CH2:1]([CH:8]1[CH2:9][CH2:10][N:11]([C:14]2[CH:15]=[C:16]([NH2:20])[CH:17]=[CH:18][CH:19]=2)[CH2:12][CH2:13]1)[C:2]1[CH:3]=[CH:4][CH:5]=[CH:6][CH:7]=1. (3) Given the reactants [C:1]([S:5][CH2:6][C:7]1([CH3:14])[NH:11][C:10](=[O:12])[NH:9][C:8]1=[O:13])([CH3:4])([CH3:3])[CH3:2].[OH-:15].[K+], predict the reaction product. The product is: [C:10]([NH:11][C@:7]([CH3:14])([C:8]([OH:15])=[O:13])[CH2:6][S:5][C:1]([CH3:4])([CH3:3])[CH3:2])(=[O:12])[NH2:9]. (4) Given the reactants [H-].[Na+].[NH:3]1[CH:7]=[CH:6][N:5]=[N:4]1.[I-].[Na+].Cl[CH2:11][C:12]1[CH:17]=[CH:16][C:15]([C:18]2[C:19]([N:24]3[CH2:29][CH2:28][N:27]([CH2:30][C:31]4[C:32]([CH3:42])=[N:33][N:34]([C:36]5[CH:41]=[CH:40][CH:39]=[CH:38][CH:37]=5)[CH:35]=4)[CH2:26][CH2:25]3)=[N:20][CH:21]=[CH:22][N:23]=2)=[CH:14][CH:13]=1, predict the reaction product. The product is: [CH3:42][C:32]1[C:31]([CH2:30][N:27]2[CH2:26][CH2:25][N:24]([C:19]3[C:18]([C:15]4[CH:16]=[CH:17][C:12]([CH2:11][N:4]5[N:5]=[CH:6][CH:7]=[N:3]5)=[CH:13][CH:14]=4)=[N:23][CH:22]=[CH:21][N:20]=3)[CH2:29][CH2:28]2)=[CH:35][N:34]([C:36]2[CH:41]=[CH:40][CH:39]=[CH:38][CH:37]=2)[N:33]=1. (5) Given the reactants [C:1]([O:5][C:6](=[O:34])[CH:7]([NH:17][C:18]([NH:20][CH:21]([C:27]([O:29][C:30]([CH3:33])([CH3:32])[CH3:31])=[O:28])[CH2:22][CH2:23][CH2:24][CH2:25][NH2:26])=[O:19])[CH2:8][CH2:9][C:10]([O:12][C:13]([CH3:16])([CH3:15])[CH3:14])=[O:11])([CH3:4])([CH3:3])[CH3:2].C1(N=C=O)C=CC=CC=1.[CH3:44][Sn:45]([CH3:55])([CH3:54])[C:46]1[CH:53]=[CH:52][C:49]([CH:50]=O)=[CH:48][CH:47]=1, predict the reaction product. The product is: [C:1]([O:5][C:6](=[O:34])[CH:7]([NH:17][C:18]([NH:20][CH:21]([C:27]([O:29][C:30]([CH3:33])([CH3:32])[CH3:31])=[O:28])[CH2:22][CH2:23][CH2:24][CH2:25][NH:26][CH2:50][C:49]1[CH:52]=[CH:53][C:46]([Sn:45]([CH3:44])([CH3:55])[CH3:54])=[CH:47][CH:48]=1)=[O:19])[CH2:8][CH2:9][C:10]([O:12][C:13]([CH3:16])([CH3:15])[CH3:14])=[O:11])([CH3:2])([CH3:3])[CH3:4]. (6) Given the reactants [CH2:1]([P:3]([O:10]CCCC)([CH2:5][CH2:6][C:7]([OH:9])=[O:8])=[O:4])[CH3:2].O, predict the reaction product. The product is: [CH2:1]([P:3]([OH:10])([CH2:5][CH2:6][C:7]([OH:9])=[O:8])=[O:4])[CH3:2]. (7) Given the reactants [NH2:1][C:2]1[S:3][C:4]2[C:9]([N:10]([CH3:17])[C@H:11]([CH2:14][CH2:15][CH3:16])[CH2:12][OH:13])=[N:8][C:7]([S:18]CC3C=CC=CC=3)=[N:6][C:5]=2[N:26]=1.[Na], predict the reaction product. The product is: [NH2:1][C:2]1[S:3][C:4]2[C:9]([N:10]([CH3:17])[C@H:11]([CH2:14][CH2:15][CH3:16])[CH2:12][OH:13])=[N:8][C:7]([SH:18])=[N:6][C:5]=2[N:26]=1.